The task is: Regression. Given a peptide amino acid sequence and an MHC pseudo amino acid sequence, predict their binding affinity value. This is MHC class I binding data.. This data is from Peptide-MHC class I binding affinity with 185,985 pairs from IEDB/IMGT. (1) The peptide sequence is KHVVWAANEL. The MHC is Mamu-A07 with pseudo-sequence Mamu-A07. The binding affinity (normalized) is 0.278. (2) The peptide sequence is AEMRAYHGF. The MHC is HLA-B08:03 with pseudo-sequence HLA-B08:03. The binding affinity (normalized) is 0.0847. (3) The peptide sequence is MAVTAAPYI. The MHC is HLA-A03:01 with pseudo-sequence HLA-A03:01. The binding affinity (normalized) is 0.0847. (4) The binding affinity (normalized) is 0.120. The peptide sequence is IVNNFITKEI. The MHC is HLA-A02:01 with pseudo-sequence HLA-A02:01. (5) The peptide sequence is IAGFIEGGW. The MHC is HLA-B40:01 with pseudo-sequence HLA-B40:01. The binding affinity (normalized) is 0.0847. (6) The peptide sequence is SPVMGVIGF. The MHC is HLA-B46:01 with pseudo-sequence HLA-B46:01. The binding affinity (normalized) is 0.0847.